From a dataset of Forward reaction prediction with 1.9M reactions from USPTO patents (1976-2016). Predict the product of the given reaction. (1) Given the reactants [CH2:1]([N:8]1[CH2:12][C@H:11]([C:13]2[CH:18]=[CH:17][C:16]([F:19])=[CH:15][CH:14]=2)[C@@H:10]([C:20](=[O:22])[CH3:21])[CH2:9]1)[C:2]1[CH:7]=[CH:6][CH:5]=[CH:4][CH:3]=1.[H-].[H-].[H-].[H-].[Li+].[Al+3], predict the reaction product. The product is: [CH2:1]([N:8]1[CH2:12][C@H:11]([C:13]2[CH:14]=[CH:15][C:16]([F:19])=[CH:17][CH:18]=2)[C@@H:10]([C@H:20]([OH:22])[CH3:21])[CH2:9]1)[C:2]1[CH:3]=[CH:4][CH:5]=[CH:6][CH:7]=1. (2) Given the reactants [CH2:1]([O:3][C:4]([CH:6]([C:27]([O:29][CH2:30][CH3:31])=[O:28])[O:7][C:8]1[CH:16]=[CH:15][CH:14]=[C:13]2[C:9]=1[CH:10]=[CH:11][N:12]2C(OCC1C=CC=CC=1)=O)=[O:5])[CH3:2].[H][H], predict the reaction product. The product is: [NH:12]1[C:13]2[C:9](=[C:8]([O:7][CH:6]([C:27]([O:29][CH2:30][CH3:31])=[O:28])[C:4]([O:3][CH2:1][CH3:2])=[O:5])[CH:16]=[CH:15][CH:14]=2)[CH:10]=[CH:11]1. (3) Given the reactants [NH2:1][C@:2]12[CH2:37][CH2:36][C@@H:35]([C:38]([CH3:40])=[CH2:39])[C@@H:3]1[C@@H:4]1[C@@:17]([CH3:20])([CH2:18][CH2:19]2)[C@@:16]2([CH3:21])[C@@H:7]([C@:8]3([CH3:34])[C@@H:13]([CH2:14][CH2:15]2)[C:12]([CH3:23])([CH3:22])[C:11]([C:24]2[CH:33]=[CH:32][C:27]([C:28]([O:30]C)=[O:29])=[CH:26][CH:25]=2)=[CH:10][CH2:9]3)[CH2:6][CH2:5]1.Cl.[N:42]1([CH2:48][C:49](O)=[O:50])[CH2:47][CH2:46][CH2:45][CH2:44][CH2:43]1, predict the reaction product. The product is: [CH3:20][C@:17]12[C@@:16]3([CH3:21])[C@@H:7]([C@:8]4([CH3:34])[C@@H:13]([CH2:14][CH2:15]3)[C:12]([CH3:23])([CH3:22])[C:11]([C:24]3[CH:33]=[CH:32][C:27]([C:28]([OH:30])=[O:29])=[CH:26][CH:25]=3)=[CH:10][CH2:9]4)[CH2:6][CH2:5][C@@H:4]1[C@H:3]1[C@H:35]([C:38]([CH3:40])=[CH2:39])[CH2:36][CH2:37][C@:2]1([NH:1][C:49](=[O:50])[CH2:48][N:42]1[CH2:47][CH2:46][CH2:45][CH2:44][CH2:43]1)[CH2:19][CH2:18]2. (4) Given the reactants [CH2:1]([NH:5][C:6]([C:8]1[C:12]2[CH:13]=[CH:14][C:15]([O:17][C:18]3[CH:23]=[CH:22][N:21]=[C:20]4[CH:24]=[C:25]([C:27]([N:29]5[CH2:33][CH2:32][CH2:31][CH:30]5[CH2:34][O:35]C)=[O:28])[S:26][C:19]=34)=[CH:16][C:11]=2[O:10][C:9]=1[CH3:37])=[O:7])[CH:2]([CH3:4])[CH3:3].B(Br)(Br)Br, predict the reaction product. The product is: [CH2:1]([NH:5][C:6]([C:8]1[C:12]2[CH:13]=[CH:14][C:15]([O:17][C:18]3[CH:23]=[CH:22][N:21]=[C:20]4[CH:24]=[C:25]([C:27]([N:29]5[CH2:33][CH2:32][CH2:31][CH:30]5[CH2:34][OH:35])=[O:28])[S:26][C:19]=34)=[CH:16][C:11]=2[O:10][C:9]=1[CH3:37])=[O:7])[CH:2]([CH3:4])[CH3:3].